Task: Predict the product of the given reaction.. Dataset: Forward reaction prediction with 1.9M reactions from USPTO patents (1976-2016) (1) The product is: [C:3]1([C:2]([NH:10][CH2:12][CH2:13][C:14]([O:16][CH3:17])=[O:15])([CH3:9])[CH3:1])[CH:8]=[CH:7][CH:6]=[CH:5][CH:4]=1. Given the reactants [CH3:1][C:2]([NH2:10])([CH3:9])[C:3]1[CH:8]=[CH:7][CH:6]=[CH:5][CH:4]=1.Br[CH2:12][CH2:13][C:14]([O:16][CH3:17])=[O:15].C(=O)([O-])[O-].[K+].[K+], predict the reaction product. (2) Given the reactants [Li+].[OH-].C[O:4][C:5](=[O:25])[C:6]1[CH:11]=[CH:10][C:9]([O:12][CH3:13])=[C:8]([CH3:14])[C:7]=1[NH:15][C:16](=[O:24])[C:17]1[CH:22]=[CH:21][C:20]([F:23])=[CH:19][CH:18]=1.O.CO, predict the reaction product. The product is: [F:23][C:20]1[CH:21]=[CH:22][C:17]([C:16]([NH:15][C:7]2[C:8]([CH3:14])=[C:9]([O:12][CH3:13])[CH:10]=[CH:11][C:6]=2[C:5]([OH:25])=[O:4])=[O:24])=[CH:18][CH:19]=1. (3) Given the reactants [CH3:1][C:2]1[CH:8]=[CH:7][C:5]([NH2:6])=[CH:4][C:3]=1[N:9]1[C:16]2[N:12]([N:13]=[C:14]([C:17]3[CH:18]=[N:19][NH:20][CH:21]=3)[CH:15]=2)[CH:11]=[CH:10]1.CN(C(ON1N=NC2C=CC=NC1=2)=[N+](C)C)C.F[P-](F)(F)(F)(F)F.CN1CCOCC1.[OH:53][C:54]([C:57]1[CH:58]=[C:59]([CH:63]=[C:64]([S:66]([F:71])([F:70])([F:69])([F:68])[F:67])[CH:65]=1)[C:60](O)=[O:61])([CH3:56])[CH3:55].N, predict the reaction product. The product is: [OH:53][C:54]([C:57]1[CH:58]=[C:59]([CH:63]=[C:64]([S:66]([F:71])([F:67])([F:68])([F:69])[F:70])[CH:65]=1)[C:60]([NH:6][C:5]1[CH:7]=[CH:8][C:2]([CH3:1])=[C:3]([N:9]2[C:16]3[N:12]([N:13]=[C:14]([C:17]4[CH:18]=[N:19][NH:20][CH:21]=4)[CH:15]=3)[CH:11]=[CH:10]2)[CH:4]=1)=[O:61])([CH3:55])[CH3:56]. (4) Given the reactants S1C=CC2C=CC(C(=O)CC)=CC1=2.[C:14]([O:18][CH3:19])(=[O:17])[CH2:15][SH:16].[Br:20][C:21]1[CH:28]=[CH:27][C:24]([CH:25]=O)=[C:23](F)[CH:22]=1, predict the reaction product. The product is: [Br:20][C:21]1[CH:22]=[CH:23][C:24]2[CH:25]=[C:15]([C:14]([O:18][CH3:19])=[O:17])[S:16][C:27]=2[CH:28]=1. (5) Given the reactants [F:1][C:2]([F:25])([F:24])[C:3]([C:15]1[CH:16]=[C:17]2[C:21](=[CH:22][CH:23]=1)[NH:20][N:19]=[CH:18]2)([C:5]1[C:13]2[C:8](=[CH:9][CH:10]=[CH:11][CH:12]=2)[N:7]([CH3:14])[CH:6]=1)[OH:4].[C:26](N1C=CN=C1)(N1C=CN=C1)=[O:27].[CH:38]1([OH:42])[CH2:41][CH2:40][CH2:39]1, predict the reaction product. The product is: [CH:38]1([O:42][C:26]([N:20]2[C:21]3[C:17](=[CH:16][C:15]([C:3]([C:5]4[C:13]5[C:8](=[CH:9][CH:10]=[CH:11][CH:12]=5)[N:7]([CH3:14])[CH:6]=4)([OH:4])[C:2]([F:1])([F:24])[F:25])=[CH:23][CH:22]=3)[CH:18]=[N:19]2)=[O:27])[CH2:41][CH2:40][CH2:39]1. (6) The product is: [CH2:1]([N:8]([C:9]([CH3:14])([CH2:10][OH:11])[CH2:12][OH:13])[C:24](=[O:25])[CH:23]([Cl:22])[CH3:27])[C:2]1[CH:7]=[CH:6][CH:5]=[CH:4][CH:3]=1. Given the reactants [CH2:1]([NH:8][C:9]([CH3:14])([CH2:12][OH:13])[CH2:10][OH:11])[C:2]1[CH:7]=[CH:6][CH:5]=[CH:4][CH:3]=1.C(N(CC)CC)C.[Cl:22][CH:23]([CH3:27])[C:24](Cl)=[O:25], predict the reaction product.